From a dataset of Merck oncology drug combination screen with 23,052 pairs across 39 cell lines. Regression. Given two drug SMILES strings and cell line genomic features, predict the synergy score measuring deviation from expected non-interaction effect. (1) Drug 1: CC(C)CC(NC(=O)C(Cc1ccccc1)NC(=O)c1cnccn1)B(O)O. Drug 2: COC1CC2CCC(C)C(O)(O2)C(=O)C(=O)N2CCCCC2C(=O)OC(C(C)CC2CCC(OP(C)(C)=O)C(OC)C2)CC(=O)C(C)C=C(C)C(O)C(OC)C(=O)C(C)CC(C)C=CC=CC=C1C. Cell line: LOVO. Synergy scores: synergy=20.5. (2) Drug 1: CS(=O)(=O)CCNCc1ccc(-c2ccc3ncnc(Nc4ccc(OCc5cccc(F)c5)c(Cl)c4)c3c2)o1. Drug 2: NC1CCCCC1N.O=C(O)C(=O)O.[Pt+2]. Cell line: VCAP. Synergy scores: synergy=-12.2. (3) Drug 1: CCN(CC)CCNC(=O)c1c(C)[nH]c(C=C2C(=O)Nc3ccc(F)cc32)c1C. Drug 2: CCc1c2c(nc3ccc(O)cc13)-c1cc3c(c(=O)n1C2)COC(=O)C3(O)CC. Cell line: OCUBM. Synergy scores: synergy=5.87. (4) Drug 1: O=P1(N(CCCl)CCCl)NCCCO1. Drug 2: Cn1nnc2c(C(N)=O)ncn2c1=O. Cell line: HCT116. Synergy scores: synergy=2.38. (5) Drug 1: Nc1ccn(C2OC(CO)C(O)C2(F)F)c(=O)n1. Drug 2: CCN(CC)CCNC(=O)c1c(C)[nH]c(C=C2C(=O)Nc3ccc(F)cc32)c1C. Cell line: NCIH520. Synergy scores: synergy=-7.47.